This data is from Experimentally validated miRNA-target interactions with 360,000+ pairs, plus equal number of negative samples. The task is: Binary Classification. Given a miRNA mature sequence and a target amino acid sequence, predict their likelihood of interaction. (1) The miRNA is mmu-miR-127-5p with sequence CUGAAGCUCAGAGGGCUCUGAU. Result: 0 (no interaction). The protein sequence of the target gene is MAEDPEAVLQLPAAPAAAAGESLLELSPETAIPEPPSSVAVSPGTEEPPGDTKKKIDILLKAVGDTPIMKTKKWAVERTRTVQALIDFIRKFLRLLASEQLFIYVNQSFAPSPDQEVGTLYECFGSDGKLVLHYCKSQAWG. (2) The miRNA is hsa-miR-1246 with sequence AAUGGAUUUUUGGAGCAGG. The protein sequence of the target gene is MAAQLLEEDVVTCSICLGRYRDPVTLPCGHSFCGNCIQDSWRSCEKSCPECRQPFPEGAKLSRNVKMSTLLQALPVLPAPPAVTPRRDSATSHSARCLRHGRPLEFFCRTEGLCVCSACTVHDCSHHERALLDVERRVREDQLRARVLVTQQQVAQAETQLQELQEQRSRIESSACTLASVVSRRFSSLLQALEKQQASTLSDIEVAKKQALGQVLNEKQRLTDHLRALSQYDQSVQDLLAQADDCIFFQELQQLPEPTESLGPLTSPQWNEEQQLSNVNQLLSPLCELLLEEKSLPKVA.... Result: 0 (no interaction). (3) The miRNA is mmu-miR-471-3p with sequence UGAAAGGUGCCAUACUAUGUAU. The protein sequence of the target gene is MKLLWQAKMSSIQDWGEEVEEGAVYHVTLKRVQIQQAANKGARWLGVEGDQLPPGHTVSQYETCKIRTIKAGTLEKLVENLLTAFGDNDFTYISIFLSTYRGFASTKEVLELLLDRYGNLTSPNCEEDGSQSSSESKMVIRNAIASILRAWLDQCAEDFREPPHFPCLQKLLDYLTRMMPGSDPERRAQNLLEQFQKQEVETDNGLPNTISFSLEEEEELEGGESAEFTCFSEDLVAEQLTYMDAQLFKKVVPHHCLGCIWSRRDKKENKHLAPTIRATISQFNTLTKCVVSTILGGKEL.... Result: 0 (no interaction). (4) The miRNA is hsa-miR-6875-3p with sequence AUUCUUCCUGCCCUGGCUCCAU. The protein sequence of the target gene is MVPPPPSRGGAARGQLGRSLGPLLLLLALGHTWTYREEPEDGDREICSESKIATTKYPCLKSSGELTTCYRKKCCKGYKFVLGQCIPEDYDVCAEAPCEQQCTDNFGRVLCTCYPGYRYDRERHRKREKPYCLDIDECASSNGTLCAHICINTLGSYRCECREGYIREDDGKTCTRGDKYPNDTGHEKSENMVKAGTCCATCKEFYQMKQTVLQLKQKIALLPNNAADLGKYITGDKVLASNTYLPGPPGLPGGQGPPGSPGPKGSPGFPGMPGPPGQPGPRGSMGPMGPSPDLSHIKQG.... Result: 1 (interaction). (5) The miRNA is hsa-miR-3940-3p with sequence CAGCCCGGAUCCCAGCCCACUU. The protein sequence of the target gene is MPHFTVVPVDGPRRGDYDNLEGLSWVDYGERAEREDSDGQGNHRENSPFLCPLDASRGNDYYDRNLALFEEELDIRPKVSSLLGKLVSYTNLTQGAKEHEEAESGEGGRRRAAKAPSMGTLMGVYLPCLQNIFGVILFLRLTWMVGTAGVLQALLIVLICCCCTLLTAISMSAIATNGVVPAGGSYFMISRSLGPEFGGAVGLCFYLGTTFAAAMYILGAIEILLTYIAPPAAIFYPSGTHDMSSATLNNMRVYGTIFLTLMTLVVFVGVKYVNKFASLFLACVIISILSIYAGGIKSIF.... Result: 0 (no interaction).